Dataset: Reaction yield outcomes from USPTO patents with 853,638 reactions. Task: Predict the reaction yield, written as a fraction of the theoretical maximum amount of product (1.0 means a 100% yield; for example, 0.34 means a 34% yield). (1) The reactants are [C:1](C1NC=CN=1)(C1NC=CN=1)=[O:2].[NH2:13][C:14]1[CH:23]=[CH:22][C:17]([C:18]([O:20][CH3:21])=[O:19])=[CH:16][C:15]=1[NH:24][CH3:25].C(OCC)(=O)C. The catalyst is O1CCCC1. The product is [CH3:25][N:24]1[C:15]2[CH:16]=[C:17]([C:18]([O:20][CH3:21])=[O:19])[CH:22]=[CH:23][C:14]=2[NH:13][C:1]1=[O:2]. The yield is 0.640. (2) The reactants are CS([O:5][CH2:6][CH2:7][CH2:8][N:9]([C:13]([O:15][CH2:16][C:17]1[CH:22]=[CH:21][CH:20]=[CH:19][CH:18]=1)=[O:14])[CH2:10][CH2:11][CH3:12])(=O)=O.O[CH2:24][CH2:25][O:26][CH2:27][CH2:28][NH:29][C:30](=[O:36])[O:31][C:32]([CH3:35])([CH3:34])[CH3:33].[OH-].[Na+].C(O)(=O)CC(CC(O)=O)(C(O)=O)O. The catalyst is C(Cl)Cl.CCCC[N+](CCCC)(CCCC)CCCC.[I-]. The product is [CH3:35][C:32]([CH3:34])([O:31][C:30](=[O:36])[NH:29][CH2:28][CH2:27][O:26][CH2:25][CH2:24][O:5][CH2:6][CH2:7][CH2:8][N:9]([CH2:10][CH2:11][CH3:12])[C:13](=[O:14])[O:15][CH2:16][C:17]1[CH:22]=[CH:21][CH:20]=[CH:19][CH:18]=1)[CH3:33]. The yield is 0.450. (3) The reactants are [OH:1][C:2]1[C:10]2[N:9]=[C:8]([C:11]3[CH:16]=[CH:15][CH:14]=[CH:13][CH:12]=3)[NH:7][C:6]=2[C:5]([C:17]([OH:19])=O)=[CH:4][CH:3]=1.[NH2:20][CH2:21][CH:22]1[CH2:27][CH2:26][CH2:25][N:24](C(OC(C)(C)C)=O)[CH2:23]1. The product is [OH:1][C:2]1[C:10]2[N:9]=[C:8]([C:11]3[CH:12]=[CH:13][CH:14]=[CH:15][CH:16]=3)[NH:7][C:6]=2[C:5]([C:17]([NH:20][CH2:21][CH:22]2[CH2:27][CH2:26][CH2:25][NH:24][CH2:23]2)=[O:19])=[CH:4][CH:3]=1. No catalyst specified. The yield is 0.230. (4) The reactants are [CH3:1][C@H:2]1[CH2:7][CH2:6][C@H:5]([C:8](Cl)=[O:9])[CH2:4][CH2:3]1.[CH3:11][O:12][C:13]([C:15]1[S:16][C:17]([Br:31])=[CH:18][C:19]=1[NH:20][CH:21]1[CH2:30][CH2:29][C:24]2([O:28][CH2:27][CH2:26][O:25]2)[CH2:23][CH2:22]1)=[O:14].N1C=CC=CC=1.CO. The catalyst is C1(C)C=CC=CC=1. The product is [CH3:11][O:12][C:13]([C:15]1[S:16][C:17]([Br:31])=[CH:18][C:19]=1[N:20]([CH:21]1[CH2:22][CH2:23][C:24]2([O:28][CH2:27][CH2:26][O:25]2)[CH2:29][CH2:30]1)[C:8]([C@H:5]1[CH2:6][CH2:7][C@H:2]([CH3:1])[CH2:3][CH2:4]1)=[O:9])=[O:14]. The yield is 0.320. (5) The reactants are O[C:2]1([C:16]2[C:24]([OH:25])=[CH:23][C:19]3[O:20][CH2:21][O:22][C:18]=3[CH:17]=2)[C:10]2[C:5](=[C:6]([C:11]([F:14])([F:13])[F:12])[CH:7]=[CH:8][CH:9]=2)[NH:4][C:3]1=[O:15].FC(F)(F)C(O)=O.C([SiH](CC)CC)C. No catalyst specified. The product is [OH:25][C:24]1[C:16]([CH:2]2[C:10]3[C:5](=[C:6]([C:11]([F:14])([F:13])[F:12])[CH:7]=[CH:8][CH:9]=3)[NH:4][C:3]2=[O:15])=[CH:17][C:18]2[O:22][CH2:21][O:20][C:19]=2[CH:23]=1. The yield is 0.880. (6) The reactants are CS(C)=O.C(Cl)(=O)C(Cl)=O.[CH:11]([C:14]1[N:18]=[C:17]([N:19]2[CH2:24][CH2:23][CH:22]([OH:25])[CH2:21][CH2:20]2)[O:16][N:15]=1)([CH3:13])[CH3:12].C(N(CC)CC)C. The yield is 0.880. The product is [CH:11]([C:14]1[N:18]=[C:17]([N:19]2[CH2:20][CH2:21][C:22](=[O:25])[CH2:23][CH2:24]2)[O:16][N:15]=1)([CH3:13])[CH3:12]. The catalyst is ClCCl. (7) The reactants are [CH3:1][O:2][C:3](=[O:57])[NH:4][CH:5]([C:9]([N:11]1[CH2:15][CH2:14][CH2:13][CH:12]1[C:16]1[NH:17][C:18]([C:21]2[CH:30]=[CH:29][C:28]3[C:23](=[CH:24][CH:25]=[C:26]([C:31]4[CH:36]=[CH:35][C:34]([C:37]5[NH:38][C:39]([CH:42]6[CH2:46][CH2:45][CH2:44][N:43]6[C:47](=[O:56])[CH:48]([NH2:55])[C:49]6[CH:54]=[CH:53][CH:52]=[CH:51][CH:50]=6)=[N:40][CH:41]=5)=[CH:33][CH:32]=4)[CH:27]=3)[CH:22]=2)=[CH:19][N:20]=1)=[O:10])[CH:6]([CH3:8])[CH3:7].CCN(C(C)C)C(C)C.[C:67](Cl)(=[O:70])[CH2:68][CH3:69].C(O)=O. The catalyst is C1COCC1. The product is [CH3:1][O:2][C:3](=[O:57])[NH:4][CH:5]([C:9]([N:11]1[CH2:15][CH2:14][CH2:13][CH:12]1[C:16]1[NH:17][C:18]([C:21]2[CH:30]=[CH:29][C:28]3[C:23](=[CH:24][CH:25]=[C:26]([C:31]4[CH:32]=[CH:33][C:34]([C:37]5[NH:38][C:39]([CH:42]6[CH2:46][CH2:45][CH2:44][N:43]6[C:47](=[O:56])[CH:48]([C:49]6[CH:54]=[CH:53][CH:52]=[CH:51][CH:50]=6)[NH:55][C:67](=[O:70])[CH2:68][CH3:69])=[N:40][CH:41]=5)=[CH:35][CH:36]=4)[CH:27]=3)[CH:22]=2)=[CH:19][N:20]=1)=[O:10])[CH:6]([CH3:8])[CH3:7]. The yield is 0.170. (8) The reactants are Cl[C:2]1[N:7]=[C:6]([O:8][CH3:9])[N:5]=[C:4]([NH:10][CH2:11][CH2:12][C:13]2[CH:18]=[CH:17][C:16]([Cl:19])=[CH:15][C:14]=2[Cl:20])[CH:3]=1.[NH:21]1[C:25]([CH:26]2[CH2:31][CH2:30][CH2:29][NH:28][CH2:27]2)=[N:24][N:23]=[N:22]1.C([O-])([O-])=O.[K+].[K+].Cl. The catalyst is CN1CCCC1=O.O. The product is [Cl:20][C:14]1[CH:15]=[C:16]([Cl:19])[CH:17]=[CH:18][C:13]=1[CH2:12][CH2:11][NH:10][C:4]1[CH:3]=[C:2]([N:28]2[CH2:29][CH2:30][CH2:31][CH:26]([C:25]3[N:21]=[N:22][NH:23][N:24]=3)[CH2:27]2)[N:7]=[C:6]([O:8][CH3:9])[N:5]=1. The yield is 0.750.